This data is from Forward reaction prediction with 1.9M reactions from USPTO patents (1976-2016). The task is: Predict the product of the given reaction. (1) Given the reactants [Cl:1][C:2]1[CH:3]=[C:4]([CH:7]=[C:8]([O:10][C:11]2[C:16](=[O:17])[NH:15][CH:14]=[N:13][C:12]=2[C:18]([F:21])([F:20])[F:19])[CH:9]=1)[C:5]#[N:6].C(OCC)(=O)C.CS(O[CH2:33][C:34]1[N:35]=[N:36][C:37]([O:46][CH3:47])=[C:38]([CH2:40][O:41][C:42]([CH3:45])([CH3:44])[CH3:43])[CH:39]=1)(=O)=O.O, predict the reaction product. The product is: [C:42]([O:41][CH2:40][C:38]1[CH:39]=[C:34]([CH2:33][N:15]2[C:16](=[O:17])[C:11]([O:10][C:8]3[CH:7]=[C:4]([CH:3]=[C:2]([Cl:1])[CH:9]=3)[C:5]#[N:6])=[C:12]([C:18]([F:19])([F:20])[F:21])[N:13]=[CH:14]2)[N:35]=[N:36][C:37]=1[O:46][CH3:47])([CH3:45])([CH3:44])[CH3:43]. (2) Given the reactants [CH2:1]([O:8][C:9](=[O:28])[CH:10]([C:21]1[CH:26]=[CH:25][C:24]([NH2:27])=[CH:23][N:22]=1)[C:11]([O:13][CH2:14][C:15]1[CH:20]=[CH:19][CH:18]=[CH:17][CH:16]=1)=[O:12])[C:2]1[CH:7]=[CH:6][CH:5]=[CH:4][CH:3]=1.[Cl:29][C:30]1[N:34]([CH3:35])[N:33]=[C:32]([CH3:36])[C:31]=1[S:37](Cl)(=[O:39])=[O:38].Cl, predict the reaction product. The product is: [CH2:1]([O:8][C:9](=[O:28])[CH:10]([C:21]1[CH:26]=[CH:25][C:24]([NH:27][S:37]([C:31]2[C:32]([CH3:36])=[N:33][N:34]([CH3:35])[C:30]=2[Cl:29])(=[O:38])=[O:39])=[CH:23][N:22]=1)[C:11]([O:13][CH2:14][C:15]1[CH:20]=[CH:19][CH:18]=[CH:17][CH:16]=1)=[O:12])[C:2]1[CH:7]=[CH:6][CH:5]=[CH:4][CH:3]=1. (3) Given the reactants [OH:1][C:2]1([CH2:30][C:31]([O:33]C)=O)[C:10]2[C:5](=[CH:6][CH:7]=[CH:8][CH:9]=2)[N:4]([CH:11]2[CH2:16][CH2:15][N:14]([CH2:17][C:18]3[C:27]4[C:22](=[CH:23][CH:24]=[CH:25][C:26]=4[CH3:28])[CH:21]=[CH:20][CH:19]=3)[CH2:13][CH2:12]2)[C:3]1=[O:29].[CH3:35][NH2:36].C(O)C, predict the reaction product. The product is: [OH:1][C:2]1([CH2:30][C:31]([NH:36][CH3:35])=[O:33])[C:10]2[C:5](=[CH:6][CH:7]=[CH:8][CH:9]=2)[N:4]([CH:11]2[CH2:16][CH2:15][N:14]([CH2:17][C:18]3[C:27]4[C:22](=[CH:23][CH:24]=[CH:25][C:26]=4[CH3:28])[CH:21]=[CH:20][CH:19]=3)[CH2:13][CH2:12]2)[C:3]1=[O:29]. (4) Given the reactants [CH3:1][N:2]1[CH2:15][CH2:14][C:5]2[NH:6][C:7]3[CH:8]=[CH:9][C:10]([CH3:13])=[CH:11][C:12]=3[C:4]=2[CH2:3]1.P([O-])([O-])([O-])=O.[K+].[K+].[K+].N1CCC[C@H]1C(O)=O.Br[CH:33]=[C:34]([C:36]1[S:37][CH:38]=[CH:39][CH:40]=1)[CH3:35], predict the reaction product. The product is: [CH3:1][N:2]1[CH2:15][CH2:14][C:5]2[N:6](/[CH:33]=[C:34](/[C:36]3[S:37][CH:38]=[CH:39][CH:40]=3)\[CH3:35])[C:7]3[CH:8]=[CH:9][C:10]([CH3:13])=[CH:11][C:12]=3[C:4]=2[CH2:3]1. (5) Given the reactants Cl[C:2]1[N:3]=[C:4]([N:13]2[CH2:18][CH2:17][O:16][CH2:15][CH2:14]2)[C:5]2[S:10][C:9]([CH2:11][NH2:12])=[CH:8][C:6]=2[N:7]=1.F[P-](F)(F)(F)(F)F.C[N+](C)=C(N(C)C)O.C(N(CC)C(C)C)(C)C.C([NH:50][CH2:51][C:52]([OH:54])=O)(OC(C)(C)C)=O.Cl.NO.Cl.CC1(C)C(C)(C)OB([C:67]2[CH:75]=[CH:74][CH:73]=[C:72]3[C:68]=2[CH:69]=[N:70][NH:71]3)O1, predict the reaction product. The product is: [NH:71]1[C:72]2[C:68](=[C:67]([C:2]3[N:3]=[C:4]([N:13]4[CH2:18][CH2:17][O:16][CH2:15][CH2:14]4)[C:5]4[S:10][C:9]([CH2:11][NH:12][C:52](=[O:54])[CH2:51][NH2:50])=[CH:8][C:6]=4[N:7]=3)[CH:75]=[CH:74][CH:73]=2)[CH:69]=[N:70]1. (6) Given the reactants Cl[C:2]1[N:7]=[C:6]([NH2:8])[N:5]=[C:4]([NH:9][C:10]([CH3:19])([CH3:18])[CH2:11][C:12]2[CH:17]=[CH:16][CH:15]=[CH:14][CH:13]=2)[CH:3]=1.[F:20][C:21]1[CH:28]=[C:27](B2OC(C)(C)C(C)(C)O2)[CH:26]=[CH:25][C:22]=1[C:23]#[N:24].C([O-])([O-])=O.[Na+].[Na+], predict the reaction product. The product is: [NH2:8][C:6]1[N:7]=[C:2]([C:27]2[CH:26]=[CH:25][C:22]([C:23]#[N:24])=[C:21]([F:20])[CH:28]=2)[CH:3]=[C:4]([NH:9][C:10]([CH3:19])([CH3:18])[CH2:11][C:12]2[CH:17]=[CH:16][CH:15]=[CH:14][CH:13]=2)[N:5]=1.